This data is from Reaction yield outcomes from USPTO patents with 853,638 reactions. The task is: Predict the reaction yield, written as a fraction of the theoretical maximum amount of product (1.0 means a 100% yield; for example, 0.34 means a 34% yield). (1) The reactants are [O:1]=[C:2]1[C:11]2[C:6](=[CH:7][CH:8]=[CH:9][CH:10]=2)[C:5]([CH2:12][C:13]2[CH:14]=[C:15]([CH:19]=[CH:20][CH:21]=2)[C:16](O)=[O:17])=[N:4][NH:3]1.[NH:22]1[CH2:32][CH2:31][CH:25]([C:26]([O:28]CC)=[O:27])[CH2:24][CH2:23]1.N1(OC(N(C)C)=[N+](C)C)C2C=CC=CC=2N=N1.C(N(CC)C(C)C)(C)C.[OH-].[Na+]. The catalyst is O1CCCC1.O.CC(N(C)C)=O. The product is [O:1]=[C:2]1[C:11]2[C:6](=[CH:7][CH:8]=[CH:9][CH:10]=2)[C:5]([CH2:12][C:13]2[CH:14]=[C:15]([CH:19]=[CH:20][CH:21]=2)[C:16]([N:22]2[CH2:23][CH2:24][CH:25]([C:26]([OH:28])=[O:27])[CH2:31][CH2:32]2)=[O:17])=[N:4][NH:3]1. The yield is 0.650. (2) The product is [OH:26][CH2:25][C:22]1[CH:23]=[CH:24][C:19]([CH2:18][N:4]2[CH:5]=[C:6]([C:9]3[CH:14]=[CH:13][C:12]([O:15][CH3:16])=[CH:11][CH:10]=3)[CH:7]=[CH:8][C:3]2=[O:2])=[CH:20][CH:21]=1. The yield is 0.800. No catalyst specified. The reactants are C[O:2][C:3]1[CH:8]=[CH:7][C:6]([C:9]2[CH:14]=[CH:13][C:12]([O:15][CH3:16])=[CH:11][CH:10]=2)=[CH:5][N:4]=1.Br[CH2:18][C:19]1[CH:24]=[CH:23][C:22]([CH2:25][OH:26])=[CH:21][CH:20]=1. (3) The reactants are CC([Si](C)(C)[O:6][CH:7]1[CH2:10][C:9]2([CH2:14][CH:13]([C:15]([O:17][CH2:18][CH3:19])=[O:16])[N:12]([C:20]([O:22][CH2:23][C:24]3[CH:29]=[CH:28][CH:27]=[CH:26][CH:25]=3)=[O:21])[CH2:11]2)[CH2:8]1)(C)C.C(O)(=O)C.CCCC[N+](CCCC)(CCCC)CCCC.[F-]. The catalyst is C1COCC1. The product is [OH:6][CH:7]1[CH2:8][C:9]2([CH2:14][CH:13]([C:15]([O:17][CH2:18][CH3:19])=[O:16])[N:12]([C:20]([O:22][CH2:23][C:24]3[CH:25]=[CH:26][CH:27]=[CH:28][CH:29]=3)=[O:21])[CH2:11]2)[CH2:10]1. The yield is 1.00. (4) The reactants are [C:1]([NH:5][S:6]([C:9]1(C)[CH2:11][CH2:10]1)(=[O:8])=[O:7])([CH3:4])([CH3:3])[CH3:2].[C:13]([O:21]C)(=O)[C:14]1[CH:19]=[CH:18][CH:17]=[CH:16][CH:15]=1. No catalyst specified. The product is [C:1]([NH:5][S:6]([C:9]1([C:13](=[O:21])[C:14]2[CH:15]=[CH:16][CH:17]=[CH:18][CH:19]=2)[CH2:11][CH2:10]1)(=[O:8])=[O:7])([CH3:4])([CH3:2])[CH3:3]. The yield is 0.660.